From a dataset of NCI-60 drug combinations with 297,098 pairs across 59 cell lines. Regression. Given two drug SMILES strings and cell line genomic features, predict the synergy score measuring deviation from expected non-interaction effect. (1) Drug 2: CC1=CC=C(C=C1)C2=CC(=NN2C3=CC=C(C=C3)S(=O)(=O)N)C(F)(F)F. Synergy scores: CSS=41.5, Synergy_ZIP=-1.59, Synergy_Bliss=-0.356, Synergy_Loewe=1.00, Synergy_HSA=1.60. Drug 1: C1=C(C(=O)NC(=O)N1)N(CCCl)CCCl. Cell line: NCIH23. (2) Drug 1: C1CC(=O)NC(=O)C1N2CC3=C(C2=O)C=CC=C3N. Drug 2: CC(C)(C#N)C1=CC(=CC(=C1)CN2C=NC=N2)C(C)(C)C#N. Cell line: SW-620. Synergy scores: CSS=3.67, Synergy_ZIP=-1.80, Synergy_Bliss=-5.68, Synergy_Loewe=-4.57, Synergy_HSA=-5.98. (3) Drug 1: CNC(=O)C1=NC=CC(=C1)OC2=CC=C(C=C2)NC(=O)NC3=CC(=C(C=C3)Cl)C(F)(F)F. Drug 2: CN1C2=C(C=C(C=C2)N(CCCl)CCCl)N=C1CCCC(=O)O.Cl. Cell line: MCF7. Synergy scores: CSS=1.25, Synergy_ZIP=-1.28, Synergy_Bliss=-1.34, Synergy_Loewe=-0.995, Synergy_HSA=-0.598. (4) Drug 1: C1=NNC2=C1C(=O)NC=N2. Drug 2: CC1=C(C(=O)C2=C(C1=O)N3CC4C(C3(C2COC(=O)N)OC)N4)N. Cell line: MDA-MB-435. Synergy scores: CSS=6.29, Synergy_ZIP=-4.33, Synergy_Bliss=-2.51, Synergy_Loewe=-4.07, Synergy_HSA=-2.68. (5) Drug 1: C#CCC(CC1=CN=C2C(=N1)C(=NC(=N2)N)N)C3=CC=C(C=C3)C(=O)NC(CCC(=O)O)C(=O)O. Drug 2: CC(C)CN1C=NC2=C1C3=CC=CC=C3N=C2N. Cell line: HOP-92. Synergy scores: CSS=3.97, Synergy_ZIP=4.06, Synergy_Bliss=-1.38, Synergy_Loewe=1.50, Synergy_HSA=-1.63. (6) Drug 1: C1=NC2=C(N=C(N=C2N1C3C(C(C(O3)CO)O)O)F)N. Drug 2: C1=NC2=C(N=C(N=C2N1C3C(C(C(O3)CO)O)F)Cl)N. Cell line: SK-OV-3. Synergy scores: CSS=19.4, Synergy_ZIP=-9.11, Synergy_Bliss=-1.71, Synergy_Loewe=-6.57, Synergy_HSA=-0.0355.